Dataset: Catalyst prediction with 721,799 reactions and 888 catalyst types from USPTO. Task: Predict which catalyst facilitates the given reaction. (1) Reactant: [CH2:1]([NH:3][C:4](=[O:47])[O:5][CH2:6][CH:7]1[O:12][CH2:11][CH2:10][N:9]([C:13]2[CH:18]=[C:17]([C:19]#[N:20])[CH:16]=[C:15]([NH:21][C:22]3[N:27]=[C:26]([N:28]([CH:38]4[CH2:40][CH2:39]4)CC4C=CC(OC)=CC=4)[C:25]4=[N:41][CH:42]=[C:43]([C:44]#[N:45])[N:24]4[N:23]=3)[C:14]=2[Cl:46])[CH2:8]1)[CH3:2].C1(OC)C=CC=CC=1.FC(F)(F)C(O)=O. Product: [CH2:1]([NH:3][C:4](=[O:47])[O:5][CH2:6][CH:7]1[O:12][CH2:11][CH2:10][N:9]([C:13]2[CH:18]=[C:17]([C:19]#[N:20])[CH:16]=[C:15]([NH:21][C:22]3[N:27]=[C:26]([NH:28][CH:38]4[CH2:39][CH2:40]4)[C:25]4=[N:41][CH:42]=[C:43]([C:44]#[N:45])[N:24]4[N:23]=3)[C:14]=2[Cl:46])[CH2:8]1)[CH3:2]. The catalyst class is: 4. (2) Reactant: [Si:1]([O:8][C:9]1[CH:14]=[C:13]([F:15])[C:12]([C:16]2[N:17]=[C:18]3[CH:23]=[CH:22][CH:21]=[C:20]([O:24][CH2:25][CH2:26][OH:27])[N:19]3[C:28]=2[NH:29][C:30]2[CH:39]=[CH:38][C:33]3[O:34][CH2:35][CH2:36][O:37][C:32]=3[CH:31]=2)=[C:11]([F:40])[CH:10]=1)([C:4]([CH3:7])([CH3:6])[CH3:5])([CH3:3])[CH3:2].[S:41](Cl)([C:44]1[CH:50]=[CH:49][C:47]([CH3:48])=[CH:46][CH:45]=1)(=[O:43])=[O:42]. Product: [CH3:48][C:47]1[CH:49]=[CH:50][C:44]([S:41]([O:27][CH2:26][CH2:25][O:24][C:20]2[N:19]3[C:28]([NH:29][C:30]4[CH:39]=[CH:38][C:33]5[O:34][CH2:35][CH2:36][O:37][C:32]=5[CH:31]=4)=[C:16]([C:12]4[C:13]([F:15])=[CH:14][C:9]([O:8][Si:1]([C:4]([CH3:5])([CH3:6])[CH3:7])([CH3:3])[CH3:2])=[CH:10][C:11]=4[F:40])[N:17]=[C:18]3[CH:23]=[CH:22][CH:21]=2)(=[O:43])=[O:42])=[CH:45][CH:46]=1. The catalyst class is: 2. (3) Reactant: C1(P(=C=[CH:21][C:22]([O:24][CH3:25])=[O:23])(C2C=CC=CC=2)C2C=CC=CC=2)C=CC=CC=1.[CH2:26]([O:28][C:29]1[CH:30]=[C:31]([CH:34]=[CH:35][C:36]=1[OH:37])[CH:32]=O)[CH3:27]. Product: [CH2:26]([O:28][C:29]1[CH:30]=[C:31](/[CH:32]=[CH:21]/[C:22]([O:24][CH3:25])=[O:23])[CH:34]=[CH:35][C:36]=1[OH:37])[CH3:27]. The catalyst class is: 11. (4) Reactant: [CH2:1]([N:8]1[CH2:12][CH:11]([C:13]2[CH:18]=[CH:17][C:16]([F:19])=[CH:15][CH:14]=2)[CH:10]([CH2:20]OS(C2C=CC(C)=CC=2)(=O)=O)[CH2:9]1)[C:2]1[CH:7]=[CH:6][CH:5]=[CH:4][CH:3]=1.[CH3:32][NH2:33]. Product: [CH2:1]([N:8]1[CH2:12][CH:11]([C:13]2[CH:18]=[CH:17][C:16]([F:19])=[CH:15][CH:14]=2)[CH:10]([CH2:20][NH:33][CH3:32])[CH2:9]1)[C:2]1[CH:7]=[CH:6][CH:5]=[CH:4][CH:3]=1. The catalyst class is: 1. (5) Reactant: [NH2:1][C:2]1[CH:25]=[CH:24][C:5]([CH2:6][C:7]2[C:15]3[C:10](=[CH:11][CH:12]=[CH:13][CH:14]=3)[N:9]([CH2:16][C:17]([O:19][CH2:20][CH3:21])=[O:18])[C:8]=2[CH2:22][CH3:23])=[CH:4][CH:3]=1.C(N(CC)CC)C.[CH:33]1[C:42]2[C:37](=[CH:38][CH:39]=[CH:40][CH:41]=2)[CH:36]=[CH:35][C:34]=1[C:43](Cl)=[O:44].O. Product: [CH:33]1[C:42]2[C:37](=[CH:38][CH:39]=[CH:40][CH:41]=2)[CH:36]=[CH:35][C:34]=1[C:43]([NH:1][C:2]1[CH:3]=[CH:4][C:5]([CH2:6][C:7]2[C:15]3[C:10](=[CH:11][CH:12]=[CH:13][CH:14]=3)[N:9]([CH2:16][C:17]([O:19][CH2:20][CH3:21])=[O:18])[C:8]=2[CH2:22][CH3:23])=[CH:24][CH:25]=1)=[O:44]. The catalyst class is: 4. (6) Reactant: [OH-].[Na+].[CH2:3]([O:10][CH2:11][CH2:12][CH2:13][O:14][C:15]1[C:16]([B:23]2[O:27][C:26]([CH3:29])(C)C(C)(C)[O:24]2)=[C:17]([CH:20]=[CH:21][CH:22]=1)C=O)[C:4]1[CH:9]=[CH:8][CH:7]=[CH:6][CH:5]=1.C[N+:33]([O-:35])=[O:34].Cl. Product: [CH2:3]([O:10][CH2:11][CH2:12][CH2:13][O:14][C:15]1[C:16]2[B:23]([OH:24])[O:27][CH:26]([CH2:29][N+:33]([O-:35])=[O:34])[C:17]=2[CH:20]=[CH:21][CH:22]=1)[C:4]1[CH:5]=[CH:6][CH:7]=[CH:8][CH:9]=1. The catalyst class is: 90. (7) Reactant: [C:1]([C:3]1[CH:8]=[CH:7][C:6]([C:9]2[CH:14]=[C:13]([C:15]([F:18])([F:17])[F:16])[CH:12]=[C:11]([C@H:19]([O:21][CH2:22][C:23]3([C:36]4[CH:41]=[CH:40][CH:39]=[CH:38][CH:37]=4)[CH2:28][CH2:27][N:26](C(OC(C)(C)C)=O)[CH2:25][CH2:24]3)[CH3:20])[CH:10]=2)=[CH:5][CH:4]=1)#[N:2]. Product: [C:36]1([C:23]2([CH2:22][O:21][C@@H:19]([C:11]3[CH:10]=[C:9]([C:6]4[CH:5]=[CH:4][C:3]([C:1]#[N:2])=[CH:8][CH:7]=4)[CH:14]=[C:13]([C:15]([F:17])([F:18])[F:16])[CH:12]=3)[CH3:20])[CH2:28][CH2:27][NH:26][CH2:25][CH2:24]2)[CH:37]=[CH:38][CH:39]=[CH:40][CH:41]=1. The catalyst class is: 55. (8) Reactant: [NH2:1][C:2]1[CH:10]=[C:9]2[C:5]([C:6]([C:21]([NH:23][CH2:24][C:25]3[CH:30]=[CH:29][C:28]([F:31])=[C:27]([F:32])[CH:26]=3)=[O:22])=[C:7]([CH:18]([CH3:20])[CH3:19])[N:8]2[CH2:11][C:12]2[CH:17]=[CH:16][CH:15]=[CH:14][N:13]=2)=[CH:4][CH:3]=1.Br[CH2:34][CH2:35][CH2:36][CH2:37]Br.CCN(C(C)C)C(C)C. Product: [F:32][C:27]1[CH:26]=[C:25]([CH:30]=[CH:29][C:28]=1[F:31])[CH2:24][NH:23][C:21]([C:6]1[C:5]2[C:9](=[CH:10][C:2]([N:1]3[CH2:37][CH2:36][CH2:35][CH2:34]3)=[CH:3][CH:4]=2)[N:8]([CH2:11][C:12]2[CH:17]=[CH:16][CH:15]=[CH:14][N:13]=2)[C:7]=1[CH:18]([CH3:20])[CH3:19])=[O:22]. The catalyst class is: 11. (9) Reactant: [H-].[H-].[H-].[H-].[Li+].[Al+3].C([O:9][C:10]([C:12]1[C:16]2[CH:17]=[CH:18][C:19]([F:21])=[CH:20][C:15]=2[O:14][CH:13]=1)=O)C.[OH-].[Na+]. Product: [F:21][C:19]1[CH:18]=[CH:17][C:16]2[C:12]([CH2:10][OH:9])=[CH:13][O:14][C:15]=2[CH:20]=1. The catalyst class is: 1.